Dataset: Full USPTO retrosynthesis dataset with 1.9M reactions from patents (1976-2016). Task: Predict the reactants needed to synthesize the given product. (1) Given the product [F:4][C:5]1[CH:6]=[CH:7][C:8]([C:18]([F:21])([F:20])[F:19])=[C:9]([C:11]2[CH:16]=[CH:15][N:14]=[C:13]([C:1]#[N:3])[CH:12]=2)[CH:10]=1, predict the reactants needed to synthesize it. The reactants are: [C:1](#[N:3])C.[F:4][C:5]1[CH:6]=[CH:7][C:8]([C:18]([F:21])([F:20])[F:19])=[C:9]([C:11]2[CH:16]=[CH:15][N+:14]([O-])=[CH:13][CH:12]=2)[CH:10]=1.C[Si](C#N)(C)C. (2) The reactants are: [C:1]([C:3]1[C:12]2[C:7](=[CH:8][CH:9]=[CH:10][CH:11]=2)[C:6](F)=[CH:5][CH:4]=1)#[N:2].[NH:14]1[CH2:24][CH2:23][CH2:22][CH:16]([C:17]([O:19][CH2:20][CH3:21])=[O:18])[CH2:15]1.C(OCC)(=O)C. Given the product [CH2:20]([O:19][C:17]([CH:16]1[CH2:22][CH2:23][CH2:24][N:14]([C:6]2[C:7]3[C:12](=[CH:11][CH:10]=[CH:9][CH:8]=3)[C:3]([C:1]#[N:2])=[CH:4][CH:5]=2)[CH2:15]1)=[O:18])[CH3:21], predict the reactants needed to synthesize it. (3) Given the product [CH3:1][O:2][CH2:3][CH2:4][O:5][CH2:6][CH2:7][O:8][CH2:9][CH2:10][O:11][CH2:12][CH2:13][O:14][C:15]1[C:16]([C:17]2[O:19][C:31](=[O:32])[C:30]3[C:25]([CH3:24])=[CH:26][CH:27]=[CH:28][C:29]=3[N:34]=2)=[CH:20][CH:21]=[CH:22][N:23]=1, predict the reactants needed to synthesize it. The reactants are: [CH3:1][O:2][CH2:3][CH2:4][O:5][CH2:6][CH2:7][O:8][CH2:9][CH2:10][O:11][CH2:12][CH2:13][O:14][C:15]1[N:23]=[CH:22][CH:21]=[CH:20][C:16]=1[C:17]([OH:19])=O.[CH3:24][C:25]1[CH:26]=[CH:27][CH:28]=[C:29]([NH2:34])[C:30]=1[C:31](O)=[O:32]. (4) Given the product [CH:1]1[C:2]([CH2:10][C@@H:11]([NH2:28])[CH2:12][C:13]([N:15]2[CH2:27][C:19]3=[N:20][N:21]=[C:22]([C:23]([F:26])([F:25])[F:24])[N:18]3[CH2:17][CH2:16]2)=[O:14])=[C:3]([F:9])[CH:4]=[C:5]([F:8])[C:6]=1[F:7].[C:33]([O-:38])(=[O:37])[C:34]([O-:36])=[O:35], predict the reactants needed to synthesize it. The reactants are: [CH:1]1[C:2]([CH2:10][C@@H:11]([NH2:28])[CH2:12][C:13]([N:15]2[CH2:27][C:19]3=[N:20][N:21]=[C:22]([C:23]([F:26])([F:25])[F:24])[N:18]3[CH2:17][CH2:16]2)=[O:14])=[C:3]([F:9])[CH:4]=[C:5]([F:8])[C:6]=1[F:7].C(O)(C)C.[C:33]([OH:38])(=[O:37])[C:34]([OH:36])=[O:35]. (5) Given the product [CH3:2][N:3]([O:4][CH3:5])[C:38]([C:37]1[N:36]=[N:35][N:30]2[C:31]3[C:26](=[C:25]([CH2:24][CH2:23][N:20]4[CH2:21][CH2:22][CH:17]([C:13]5[CH:12]=[CH:11][CH:10]=[C:9]6[C:14]=5[CH:15]=[CH:16][C:7]([CH3:6])=[N:8]6)[CH2:18][CH2:19]4)[CH:34]=[CH:33][CH:32]=3)[CH2:27][CH2:28][C:29]=12)=[O:39], predict the reactants needed to synthesize it. The reactants are: Cl.[CH3:2][NH:3][O:4][CH3:5].[CH3:6][C:7]1[CH:16]=[CH:15][C:14]2[C:9](=[CH:10][CH:11]=[CH:12][C:13]=2[CH:17]2[CH2:22][CH2:21][N:20]([CH2:23][CH2:24][C:25]3[CH:34]=[CH:33][CH:32]=[C:31]4[C:26]=3[CH2:27][CH2:28][C:29]3[N:30]4[N:35]=[N:36][C:37]=3[C:38](OCC)=[O:39])[CH2:19][CH2:18]2)[N:8]=1. (6) Given the product [Cl:11][C:12]1[C:17]([Cl:18])=[CH:16][CH:15]=[CH:14][C:13]=1[S:19]([NH:1][C:2]1[CH:10]=[CH:9][C:5]([CH2:6][C:7]#[N:8])=[CH:4][CH:3]=1)(=[O:21])=[O:20], predict the reactants needed to synthesize it. The reactants are: [NH2:1][C:2]1[CH:10]=[CH:9][C:5]([CH2:6][C:7]#[N:8])=[CH:4][CH:3]=1.[Cl:11][C:12]1[C:17]([Cl:18])=[CH:16][CH:15]=[CH:14][C:13]=1[S:19](Cl)(=[O:21])=[O:20]. (7) The reactants are: F[C:2]1[CH:3]=[N:4][CH:5]=[CH:6][C:7]=1[C:8]1[S:9][C:10]([CH3:13])=[N:11][N:12]=1.[F:14][C:15]1([C:21]([O:23][CH2:24][CH3:25])=[O:22])[CH2:20][CH2:19][NH:18][CH2:17][CH2:16]1.C(=O)([O-])[O-].[K+].[K+].CN1C(=O)CCC1. Given the product [F:14][C:15]1([C:21]([O:23][CH2:24][CH3:25])=[O:22])[CH2:16][CH2:17][N:18]([C:2]2[CH:3]=[N:4][CH:5]=[CH:6][C:7]=2[C:8]2[S:9][C:10]([CH3:13])=[N:11][N:12]=2)[CH2:19][CH2:20]1, predict the reactants needed to synthesize it. (8) Given the product [CH2:18]([O:17][C:13]1[CH:12]=[C:11]2[C:16](=[CH:15][CH:14]=1)[NH:8][N:9]=[C:10]2/[CH:33]=[CH:32]/[C:26]1[CH:31]=[CH:30][CH:29]=[CH:28][CH:27]=1)[C:19]1[CH:20]=[CH:21][CH:22]=[CH:23][CH:24]=1, predict the reactants needed to synthesize it. The reactants are: C(OC([N:8]1[C:16]2[C:11](=[CH:12][C:13]([O:17][CH2:18][C:19]3[CH:24]=[CH:23][CH:22]=[CH:21][CH:20]=3)=[CH:14][CH:15]=2)[C:10](I)=[N:9]1)=O)(C)(C)C.[C:26]1(/[CH:32]=[CH:33]/B(O)O)[CH:31]=[CH:30][CH:29]=[CH:28][CH:27]=1. (9) Given the product [CH3:1][O:2][C:3]1[CH:4]=[CH:5][C:6]([C:7]([NH:9][C:10]2[N:18]=[CH:17][N:16]=[C:15]3[C:11]=2[N:12]=[CH:13][N:14]3[CH:19]=[C:20]=[O:21])=[O:8])=[CH:27][CH:28]=1, predict the reactants needed to synthesize it. The reactants are: [CH3:1][O:2][C:3]1[CH:28]=[CH:27][C:6]([C:7]([NH:9][C:10]2[N:18]=[CH:17][N:16]=[C:15]3[C:11]=2[N:12]=[CH:13][N:14]3[CH2:19][C:20](OC(C)(C)C)=[O:21])=[O:8])=[CH:5][CH:4]=1.C(O)(C(F)(F)F)=O. (10) Given the product [Cl:1][C:2]1[CH:7]=[CH:6][C:5]([CH2:8][CH2:9][NH:11][CH2:12][CH:13]([OH:15])[CH3:14])=[CH:4][CH:3]=1, predict the reactants needed to synthesize it. The reactants are: [Cl:1][C:2]1[CH:7]=[CH:6][C:5]([CH2:8][CH2:9]Br)=[CH:4][CH:3]=1.[NH2:11][CH2:12][CH:13]([OH:15])[CH3:14].